From a dataset of Forward reaction prediction with 1.9M reactions from USPTO patents (1976-2016). Predict the product of the given reaction. (1) Given the reactants Br[C:2]1[N:6]2[N:7]=[C:8]([NH:11][CH2:12][CH2:13][CH2:14][CH3:15])[CH:9]=[CH:10][C:5]2=[N:4][CH:3]=1.[O:16]=[C:17]1[C:26]2[C:21](=[CH:22][C:23](B(O)O)=[CH:24][CH:25]=2)[CH2:20][CH2:19][NH:18]1.P([O-])([O-])([O-])=O.[K+].[K+].[K+].COCCOC, predict the reaction product. The product is: [CH2:12]([NH:11][C:8]1[CH:9]=[CH:10][C:5]2[N:6]([C:2]([C:23]3[CH:22]=[C:21]4[C:26](=[CH:25][CH:24]=3)[C:17](=[O:16])[NH:18][CH2:19][CH2:20]4)=[CH:3][N:4]=2)[N:7]=1)[CH2:13][CH2:14][CH3:15]. (2) Given the reactants [Cl:1][C:2]1[CH:3]=[C:4](OS(C(F)(F)F)(=O)=O)[CH:5]=[C:6]([Cl:21])[C:7]=1[CH2:8][C@@H:9]1[CH2:13][CH2:12][N:11]([N:14]2[CH2:19][CH2:18][CH2:17][CH2:16][CH2:15]2)[C:10]1=[O:20].[CH3:30][O:31][C:32]([C:34]1[CH:39]=[CH:38][C:37](B(O)O)=[CH:36][CH:35]=1)=[O:33].C(=O)([O-])[O-].[Na+].[Na+], predict the reaction product. The product is: [CH3:30][O:31][C:32]([C:34]1[CH:39]=[CH:38][C:37]([C:4]2[CH:3]=[C:2]([Cl:1])[C:7]([CH2:8][C@@H:9]3[CH2:13][CH2:12][N:11]([N:14]4[CH2:19][CH2:18][CH2:17][CH2:16][CH2:15]4)[C:10]3=[O:20])=[C:6]([Cl:21])[CH:5]=2)=[CH:36][CH:35]=1)=[O:33]. (3) The product is: [Cl:10][C:11]1[CH:12]=[CH:13][C:14]([NH:19][C:18]([C:20]2[C:29]3[C:24](=[CH:25][CH:26]=[CH:27][CH:28]=3)[CH:23]=[CH:22][CH:21]=2)=[O:17])=[C:15]([C:16]([N:35]2[CH2:36][CH2:37][CH2:38][CH:33]([OH:32])[CH2:34]2)=[O:30])[CH:31]=1. Given the reactants C(N(C(C)C)CC)(C)C.[Cl:10][C:11]1[CH:12]=[CH:13][C:14]2[N:19]=[C:18]([C:20]3[C:29]4[C:24](=[CH:25][CH:26]=[CH:27][CH:28]=4)[CH:23]=[CH:22][CH:21]=3)[O:17][C:16](=[O:30])[C:15]=2[CH:31]=1.[OH:32][CH:33]1[CH2:38][CH2:37][CH2:36][NH:35][CH2:34]1, predict the reaction product. (4) Given the reactants O1[C:6]2[CH:7]=[CH:8][CH:9]=[C:10]([N:11]3[CH2:16][CH2:15][N:14]([CH2:17][CH2:18][CH:19]([CH:31]=[O:32])[C:20]4[CH:25]=[CH:24][CH:23]=[CH:22][C:21]=4OC(F)(F)F)[CH2:13][CH2:12]3)[C:5]=2[O:4][CH2:3]C1.C(C(C1C=CC=CC=1)CCN1CCN(C2C=CC([F:50])=CC=2OC)CC1)#N, predict the reaction product. The product is: [F:50][C:7]1[CH:8]=[CH:9][C:10]([N:11]2[CH2:16][CH2:15][N:14]([CH2:17][CH2:18][CH:19]([CH:31]=[O:32])[C:20]3[CH:21]=[CH:22][CH:23]=[CH:24][CH:25]=3)[CH2:13][CH2:12]2)=[C:5]([O:4][CH3:3])[CH:6]=1.